From a dataset of Peptide-MHC class I binding affinity with 185,985 pairs from IEDB/IMGT. Regression. Given a peptide amino acid sequence and an MHC pseudo amino acid sequence, predict their binding affinity value. This is MHC class I binding data. The peptide sequence is AIFQSSMTK. The MHC is HLA-A24:02 with pseudo-sequence HLA-A24:02. The binding affinity (normalized) is 0.